Dataset: Full USPTO retrosynthesis dataset with 1.9M reactions from patents (1976-2016). Task: Predict the reactants needed to synthesize the given product. (1) Given the product [CH3:51][C:45]1[CH:44]=[C:43]([N:40]2[CH2:41][CH2:42][N:38]([CH2:37][C:36]3[CH:35]=[CH:34][C:33]([NH:32][C:30](=[O:31])[O:29][C:25]([CH3:27])([CH3:28])[CH3:26])=[CH:54][CH:53]=3)[C:39]2=[O:52])[S:47][C:46]=1[C:48](=[O:49])[NH:55][CH2:56][C:57]1[CH:58]=[N:59][CH:60]=[CH:61][CH:62]=1, predict the reactants needed to synthesize it. The reactants are: CC1C=C(N2CCN(CCOC3C=CC=CC=3)C2=O)SC=1C(O)=O.[C:25]([O:29][C:30]([NH:32][C:33]1[CH:54]=[CH:53][C:36]([CH2:37][N:38]2[CH2:42][CH2:41][N:40]([C:43]3[S:47][C:46]([C:48](O)=[O:49])=[C:45]([CH3:51])[CH:44]=3)[C:39]2=[O:52])=[CH:35][CH:34]=1)=[O:31])([CH3:28])([CH3:27])[CH3:26].[NH2:55][CH2:56][C:57]1[CH:58]=[N:59][CH:60]=[CH:61][CH:62]=1. (2) Given the product [N+:1]1([O-:22])[CH:6]=[CH:5][CH:4]=[C:3]2[CH2:7][CH2:8][CH:9]([C:10]([O:12][CH3:13])=[O:11])[C:2]=12, predict the reactants needed to synthesize it. The reactants are: [N:1]1[CH:6]=[CH:5][CH:4]=[C:3]2[CH2:7][CH2:8][CH:9]([C:10]([O:12][CH3:13])=[O:11])[C:2]=12.C1C=C(Cl)C=C(C(OO)=[O:22])C=1. (3) Given the product [C:20]1(=[O:30])[N:24]([CH:50]([OH:51])[C@H:49]2[O:52][C@@H:45]([N:44]3[C:53]4[N:54]=[CH:55][N:56]=[C:40]([NH:39][C:31](=[O:38])[C:32]5[CH:33]=[CH:34][CH:35]=[CH:36][CH:37]=5)[C:41]=4[N:42]=[CH:43]3)[CH2:46][C@@H:47]2[OH:48])[C:23](=[O:25])[C:22]2=[CH:26][CH:27]=[CH:28][CH:29]=[C:21]12, predict the reactants needed to synthesize it. The reactants are: C1(P(C2C=CC=CC=2)C2C=CC=CC=2)C=CC=CC=1.[C:20]1(=[O:30])[NH:24][C:23](=[O:25])[C:22]2=[CH:26][CH:27]=[CH:28][CH:29]=[C:21]12.[C:31]([NH:39][C:40]1[C:41]2[N:42]=[CH:43][N:44]([C:53]=2[N:54]=[CH:55][N:56]=1)[C@@H:45]1[O:52][C@H:49]([CH2:50][OH:51])[C@@H:47]([OH:48])[CH2:46]1)(=[O:38])[C:32]1[CH:37]=[CH:36][CH:35]=[CH:34][CH:33]=1.N(C(OC(C)C)=O)=NC(OC(C)C)=O. (4) Given the product [CH3:34][C:5]([O:7][C:8]1[CH:13]=[CH:12][C:11]([O:14][CH2:15][C:16]2[C:17]([CH3:32])=[N:18][C:19]([C:22]3[CH:27]=[CH:26][C:25]([C:28]([F:30])([F:31])[F:29])=[CH:24][CH:23]=3)=[CH:20][CH:21]=2)=[CH:10][C:9]=1[CH3:33])([CH3:6])[C:4]([OH:35])=[O:3], predict the reactants needed to synthesize it. The reactants are: C([O:3][C:4](=[O:35])[C:5]([CH3:34])([O:7][C:8]1[CH:13]=[CH:12][C:11]([O:14][CH2:15][C:16]2[C:17]([CH3:32])=[N:18][C:19]([C:22]3[CH:27]=[CH:26][C:25]([C:28]([F:31])([F:30])[F:29])=[CH:24][CH:23]=3)=[CH:20][CH:21]=2)=[CH:10][C:9]=1[CH3:33])[CH3:6])C.[OH-].[Na+]. (5) The reactants are: [CH3:1][C:2]1[CH:6]=[CH:5][NH:4][N:3]=1.C(=NO)C1C(=CC=CC=1)O.C(=O)([O-])[O-].[Cs+].[Cs+].Br[C:24]1[S:25][CH:26]=[CH:27][CH:28]=1. Given the product [CH3:1][C:2]1[CH:6]=[CH:5][N:4]([C:24]2[S:25][CH:26]=[CH:27][CH:28]=2)[N:3]=1, predict the reactants needed to synthesize it. (6) Given the product [CH2:10]([O:9][C:7]([C:6]1[CH:5]=[C:4]([C:15]2[CH:16]=[CH:24][CH:23]=[CH:13][C:14]=2[C:17]([OH:19])=[O:18])[N:3]([CH3:33])[CH:2]=1)=[O:8])[CH3:11], predict the reactants needed to synthesize it. The reactants are: C[C:2]1[NH:3][CH:4]=[CH:5][C:6]=1[C:7]([O:9][CH2:10][CH3:11])=[O:8].N1[CH:16]=[CH:15][C:14]([C:17]([O:19]CC)=[O:18])=[CH:13]1.Br[C:23]1C=C(Cl)C=C[C:24]=1C=O.Br[C:33]1C=CC=CC=1C=O. (7) Given the product [Cl:1][C:2]1[CH:10]=[C:9]2[C:5]([C:6]([C:11]([OH:30])=[O:12])=[CH:7][NH:8]2)=[CH:4][C:3]=1[C:13]1[CH:18]=[CH:17][C:16]([C:19]2([CH2:22][OH:23])[CH2:21][CH2:20]2)=[CH:15][CH:14]=1, predict the reactants needed to synthesize it. The reactants are: [Cl:1][C:2]1[CH:10]=[C:9]2[C:5]([C:6]([CH:11]=[O:12])=[CH:7][NH:8]2)=[CH:4][C:3]=1[C:13]1[CH:18]=[CH:17][C:16]([C:19]2([CH2:22][OH:23])[CH2:21][CH2:20]2)=[CH:15][CH:14]=1.CC(=CC)C.Cl([O-])=[O:30].[Na+].OP([O-])(O)=O.[Na+]. (8) The reactants are: [N:1]1([CH:7]2[CH2:12][CH2:11][CH:10]([C:13]([O:15]C)=[O:14])[CH2:9][CH2:8]2)[CH2:5][CH2:4][CH2:3][C:2]1=[O:6].C[Si](C)(C)N[Si](C)(C)C.[Na].O. Given the product [N:1]1([C@H:7]2[CH2:8][CH2:9][C@H:10]([C:13]([OH:15])=[O:14])[CH2:11][CH2:12]2)[CH2:5][CH2:4][CH2:3][C:2]1=[O:6], predict the reactants needed to synthesize it.